The task is: Predict the reactants needed to synthesize the given product.. This data is from Full USPTO retrosynthesis dataset with 1.9M reactions from patents (1976-2016). (1) The reactants are: [C:1]([C:8]1[CH:13]=[C:12]([O:14][CH3:15])[CH:11]=[CH:10][C:9]=1[C:16](=[O:24])[CH2:17][C:18]1[CH:23]=[CH:22][CH:21]=[CH:20][CH:19]=1)#[C:2][CH2:3][CH2:4][CH2:5][CH2:6][CH3:7].C[Si]([N-][Si](C)(C)C)(C)C.[K+]. Given the product [CH3:15][O:14][C:12]1[CH:13]=[C:8]2[C:9](=[CH:10][CH:11]=1)[C:16]([OH:24])=[C:17]([C:18]1[CH:23]=[CH:22][CH:21]=[CH:20][CH:19]=1)[C:2]([CH2:3][CH2:4][CH2:5][CH2:6][CH3:7])=[CH:1]2, predict the reactants needed to synthesize it. (2) The reactants are: [F:1][C:2]1[CH:3]=[C:4]2[C:9](=[CH:10][CH:11]=1)[N:8]=[C:7]([CH3:12])[CH:6]=[N:5]2.FC1[C:15]([CH:24]([CH2:27][Si:28]([CH3:31])([CH3:30])[CH3:29])CC)=NC2C(N=1)=CC=CC=2. Given the product [F:1][C:2]1[CH:3]=[C:4]2[C:9](=[CH:10][CH:11]=1)[N:8]=[C:7]([CH2:12][CH2:15][C:24]#[C:27][Si:28]([CH3:31])([CH3:30])[CH3:29])[CH:6]=[N:5]2, predict the reactants needed to synthesize it.